Dataset: Reaction yield outcomes from USPTO patents with 853,638 reactions. Task: Predict the reaction yield, written as a fraction of the theoretical maximum amount of product (1.0 means a 100% yield; for example, 0.34 means a 34% yield). (1) The reactants are [CH2:1]([C:3]1[CH:7]=[C:6]([NH:8][C:9](=O)[O:10]C2C=CC=CC=2)[N:5]([C:18]2[CH:23]=[CH:22][CH:21]=[CH:20][CH:19]=2)[N:4]=1)[CH3:2].[CH3:24][O:25][C:26]1[CH:27]=[C:28]2[C:33](=[CH:34][C:35]=1[O:36][CH3:37])[N:32]=[CH:31][N:30]=[C:29]2[O:38][C:39]1[CH:40]=[C:41]([CH:43]=[CH:44][CH:45]=1)[NH2:42]. The catalyst is CS(C)=O.C(OCC)(=O)C. The product is [CH3:24][O:25][C:26]1[CH:27]=[C:28]2[C:33](=[CH:34][C:35]=1[O:36][CH3:37])[N:32]=[CH:31][N:30]=[C:29]2[O:38][C:39]1[CH:40]=[C:41]([NH:42][C:9]([NH:8][C:6]2[N:5]([C:18]3[CH:19]=[CH:20][CH:21]=[CH:22][CH:23]=3)[N:4]=[C:3]([CH2:1][CH3:2])[CH:7]=2)=[O:10])[CH:43]=[CH:44][CH:45]=1. The yield is 0.320. (2) The reactants are C(OC([NH:8][NH:9][C:10]([C:12]1[CH:13]=[C:14]2[C:18](=[CH:19][CH:20]=1)[NH:17][N:16]=[C:15]2[C:21]1[CH:26]=[CH:25][C:24]([F:27])=[CH:23][CH:22]=1)=[O:11])=O)(C)(C)C.Cl.[OH-].[Na+]. The catalyst is O1CCOCC1. The product is [NH2:8][NH:9][C:10]([C:12]1[CH:13]=[C:14]2[C:18](=[CH:19][CH:20]=1)[NH:17][N:16]=[C:15]2[C:21]1[CH:26]=[CH:25][C:24]([F:27])=[CH:23][CH:22]=1)=[O:11]. The yield is 0.916. (3) The reactants are [OH:1][CH2:2][C:3]1[CH:4]=[C:5]([CH:9]=[CH:10][CH:11]=1)[C:6]([OH:8])=O.[Cl:12][CH2:13][C:14]([NH:16]O)=[NH:15].CN(C(ON1N=NC2C=CC=CC1=2)=[N+](C)C)C.F[P-](F)(F)(F)(F)F.C(N(CC)CC)C. The catalyst is CN(C=O)C. The product is [Cl:12][CH2:13][C:14]1[N:16]=[C:6]([C:5]2[CH:4]=[C:3]([CH2:2][OH:1])[CH:11]=[CH:10][CH:9]=2)[O:8][N:15]=1. The yield is 0.250. (4) The reactants are [H-].[Al+3].[Li+].[H-].[H-].[H-].[NH:7]1[C:15]2[CH:14]=[CH:13][CH:12]=[C:11]([C:16](OC)=[O:17])[C:10]=2[CH:9]=[CH:8]1. The catalyst is C1COCC1. The product is [OH:17][CH2:16][C:11]1[CH:12]=[CH:13][CH:14]=[C:15]2[C:10]=1[CH:9]=[CH:8][NH:7]2. The yield is 0.990. (5) The reactants are [C:1](Cl)(=O)[C:2]([Cl:4])=[O:3].[CH3:7][C:8]1[CH:13]=[CH:12][C:11]([C:14]2[O:15][C:16]([CH3:19])=[N:17][N:18]=2)=[CH:10][C:9]=1[C:20]1[CH:25]=[CH:24]C(C(O)=O)=[CH:22][CH:21]=1. The catalyst is CN(C=O)C.C(Cl)Cl. The product is [CH3:7][C:8]1[CH:13]=[CH:12][C:11]([C:14]2[O:15][C:16]([CH3:19])=[N:17][N:18]=2)=[CH:10][C:9]=1[C:20]1[CH:25]=[CH:24][C:1]([C:2]([Cl:4])=[O:3])=[CH:22][CH:21]=1. The yield is 1.00. (6) The reactants are [NH2:1][C:2]1[CH:10]=[CH:9][C:5]([C:6]([OH:8])=O)=[C:4]([C:11]([F:14])([F:13])[F:12])[CH:3]=1.C1C=CC2N(O)N=NC=2C=1.C(Cl)CCl.CCN(CC)CC.[CH2:36]([N:38]1[CH2:43][CH2:42][NH:41][CH2:40][CH2:39]1)[CH3:37]. The catalyst is C(Cl)Cl. The product is [NH2:1][C:2]1[CH:10]=[CH:9][C:5]([C:6]([N:41]2[CH2:42][CH2:43][N:38]([CH2:36][CH3:37])[CH2:39][CH2:40]2)=[O:8])=[C:4]([C:11]([F:14])([F:13])[F:12])[CH:3]=1. The yield is 0.890.